Predict the product of the given reaction. From a dataset of Forward reaction prediction with 1.9M reactions from USPTO patents (1976-2016). The product is: [OH:24][C:17]1[C:18]2[C:23](=[CH:22][CH:21]=[CH:20][CH:19]=2)[C:14]([CH2:13][NH:12][C:1](=[O:8])[C:2]2[CH:7]=[CH:6][CH:5]=[CH:4][CH:3]=2)=[N:15][CH:16]=1. Given the reactants [C:1](Cl)(=[O:8])[C:2]1[CH:7]=[CH:6][CH:5]=[CH:4][CH:3]=1.Cl.Cl.[NH2:12][CH2:13][C:14]1[C:23]2[C:18](=[CH:19][CH:20]=[CH:21][CH:22]=2)[C:17]([OH:24])=[CH:16][N:15]=1, predict the reaction product.